From a dataset of Catalyst prediction with 721,799 reactions and 888 catalyst types from USPTO. Predict which catalyst facilitates the given reaction. (1) Reactant: [CH2:1]([O:3][C:4](=[O:16])[C:5](C)=[C:6]([Br:14])[C:7]1[CH:12]=[CH:11][CH:10]=[CH:9][C:8]=1[Br:13])[CH3:2].[CH2:17]([N:19](CC)CC)C.O=P(Cl)(Cl)Cl. Product: [CH2:1]([O:3][C:4](=[O:16])[C:5]([N+:19]#[C-:17])=[C:6]([Br:14])[C:7]1[CH:12]=[CH:11][CH:10]=[CH:9][C:8]=1[Br:13])[CH3:2]. The catalyst class is: 2. (2) The catalyst class is: 250. Reactant: CO[C:3]([C:5]1[C:6]([OH:35])=[C:7]2[C:12](=[C:13]([C:15]3[CH:20]=[CH:19][N:18]=[N:17][CH:16]=3)[N:14]=1)[N:11]([CH2:21][C:22]1[CH:27]=[CH:26][CH:25]=[CH:24][CH:23]=1)[C:10](=[O:28])[C:9]([C:29]1[CH:34]=[CH:33][CH:32]=[CH:31][CH:30]=1)=[CH:8]2)=[O:4].[NH2:36][CH2:37][CH2:38][C:39]([OH:41])=[O:40].C[O-].[Na+]. Product: [CH2:21]([N:11]1[C:12]2[C:7](=[C:6]([OH:35])[C:5]([C:3]([NH:36][CH2:37][CH2:38][C:39]([OH:41])=[O:40])=[O:4])=[N:14][C:13]=2[C:15]2[CH:20]=[CH:19][N:18]=[N:17][CH:16]=2)[CH:8]=[C:9]([C:29]2[CH:34]=[CH:33][CH:32]=[CH:31][CH:30]=2)[C:10]1=[O:28])[C:22]1[CH:27]=[CH:26][CH:25]=[CH:24][CH:23]=1. (3) Reactant: [C:1]([O:5][C:6]([N:8]1[CH2:13][CH2:12][CH:11]([N:14]2[CH2:18][CH2:17][C@H:16]([O:19][C:20]3[CH:21]=[N:22][C:23](Br)=[CH:24][CH:25]=3)[C:15]2=[O:27])[CH2:10][CH2:9]1)=[O:7])([CH3:4])([CH3:3])[CH3:2].[CH2:28]([S:30]([O-:32])=[O:31])C.[Na+].[C@@H]1(N)CCCC[C@H]1N. Product: [C:1]([O:5][C:6]([N:8]1[CH2:13][CH2:12][CH:11]([N:14]2[CH2:18][CH2:17][C@H:16]([O:19][C:20]3[CH:21]=[N:22][C:23]([S:30]([CH3:28])(=[O:32])=[O:31])=[CH:24][CH:25]=3)[C:15]2=[O:27])[CH2:10][CH2:9]1)=[O:7])([CH3:4])([CH3:3])[CH3:2]. The catalyst class is: 16. (4) Product: [F:8][C:4]1[CH:5]=[CH:6][CH:7]=[C:2]([B:14]2[O:18][C:17]([CH3:20])([CH3:19])[C:16]([CH3:22])([CH3:21])[O:15]2)[N:3]=1. Reactant: Br[C:2]1[CH:7]=[CH:6][CH:5]=[C:4]([F:8])[N:3]=1.C([O-])(=O)C.[K+].[B:14]1([B:14]2[O:18][C:17]([CH3:20])([CH3:19])[C:16]([CH3:22])([CH3:21])[O:15]2)[O:18][C:17]([CH3:20])([CH3:19])[C:16]([CH3:22])([CH3:21])[O:15]1. The catalyst class is: 368.